This data is from Forward reaction prediction with 1.9M reactions from USPTO patents (1976-2016). The task is: Predict the product of the given reaction. (1) Given the reactants [NH2:1][C:2]1[N:3]=[CH:4][C:5]([C:8]([O:10][CH3:11])=[O:9])=[N:6][CH:7]=1.[Br:12]N1C(=O)CCC1=O, predict the reaction product. The product is: [NH2:1][C:2]1[N:3]=[CH:4][C:5]([C:8]([O:10][CH3:11])=[O:9])=[N:6][C:7]=1[Br:12]. (2) The product is: [CH:1]([C:4]1[N:8]=[C:7]([N:9]2[CH2:14][CH2:13][CH:12]([CH2:15][CH2:16][CH2:17][O:18][C:19]3[CH:29]=[CH:28][C:22]([C:23]([OH:25])=[O:24])=[C:21]([CH3:30])[N:20]=3)[CH2:11][CH2:10]2)[O:6][N:5]=1)([CH3:2])[CH3:3]. Given the reactants [CH:1]([C:4]1[N:8]=[C:7]([N:9]2[CH2:14][CH2:13][CH:12]([CH2:15][CH2:16][CH2:17][O:18][C:19]3[CH:29]=[CH:28][C:22]([C:23]([O:25]CC)=[O:24])=[C:21]([CH3:30])[N:20]=3)[CH2:11][CH2:10]2)[O:6][N:5]=1)([CH3:3])[CH3:2].O[Li].O.CO.Cl, predict the reaction product. (3) Given the reactants Cl.Cl.[NH2:3][C@H:4]1[CH2:23][C:7]2[N:8]([CH2:17][C:18]3[CH:22]=[CH:21][S:20][N:19]=3)[C:9]3[CH:10]=[CH:11][C:12]([C:15]#[N:16])=[CH:13][C:14]=3[C:6]=2[CH2:5]1.C(N(CC)CC)C.N12CCN(CC1)CC2.[CH3:39][N:40]([CH3:45])[S:41](Cl)(=[O:43])=[O:42], predict the reaction product. The product is: [C:15]([C:12]1[CH:11]=[CH:10][C:9]2[N:8]([CH2:17][C:18]3[CH:22]=[CH:21][S:20][N:19]=3)[C:7]3[CH2:23][C@H:4]([NH:3][S:41]([N:40]([CH3:45])[CH3:39])(=[O:43])=[O:42])[CH2:5][C:6]=3[C:14]=2[CH:13]=1)#[N:16]. (4) The product is: [CH2:21]([N:24]([C:5]1[CH:6]=[CH:7][CH:8]=[C:3]([O:2][CH3:1])[CH:4]=1)[CH2:13][CH2:14][CH2:15][C:16]([O:18][CH2:19][CH3:20])=[O:17])[CH3:22]. Given the reactants [CH3:1][O:2][C:3]1[CH:4]=[C:5](CCN)[CH:6]=[CH:7][CH:8]=1.Br[CH2:13][CH2:14][CH2:15][C:16]([O:18][CH2:19][CH3:20])=[O:17].[CH:21]([N:24](C(C)C)CC)(C)[CH3:22], predict the reaction product. (5) Given the reactants [OH:1][C:2]1[CH:7]=[C:6]([OH:8])[N:5]=[C:4]([CH3:9])[N:3]=1.[N+:10]([O-])([OH:12])=[O:11], predict the reaction product. The product is: [OH:1][C:2]1[C:7]([N+:10]([O-:12])=[O:11])=[C:6]([OH:8])[N:5]=[C:4]([CH3:9])[N:3]=1.